This data is from Reaction yield outcomes from USPTO patents with 853,638 reactions. The task is: Predict the reaction yield, written as a fraction of the theoretical maximum amount of product (1.0 means a 100% yield; for example, 0.34 means a 34% yield). The reactants are Br[C:2]1[CH:7]=[CH:6][C:5]([C:8]([CH3:11])([CH3:10])[CH3:9])=[CH:4][CH:3]=1.C([Li])CCC.[CH3:17][CH:18]1[CH2:22][CH2:21][CH2:20][C:19]1=O.Cl. The catalyst is C(OCC)C.CCCCCC. The product is [CH3:17][C:18]1[CH2:22][CH:21]=[C:20]([C:2]2[CH:7]=[CH:6][C:5]([C:8]([CH3:11])([CH3:10])[CH3:9])=[CH:4][CH:3]=2)[CH:19]=1. The yield is 0.690.